This data is from Full USPTO retrosynthesis dataset with 1.9M reactions from patents (1976-2016). The task is: Predict the reactants needed to synthesize the given product. (1) Given the product [C:1]([C:5]1[CH:10]=[CH:9][C:8]([C:11]2[CH:16]=[C:15]([CH3:17])[CH:14]=[C:13]([O:18][CH3:19])[C:12]=2[O:20][P:29]2[O:35][C:26]3[CH:27]=[CH:34][CH:36]=[CH:37][C:25]=3[C:24]3[CH:43]=[CH:31][CH:32]=[CH:33][C:23]=3[O:30]2)=[C:7]([O:21][P:29]2[O:35][C:34]3[CH:36]=[CH:37][CH:38]=[CH:39][C:33]=3[C:32]3[CH:40]=[CH:41][CH:42]=[CH:43][C:31]=3[O:30]2)[CH:6]=1)([CH3:4])([CH3:2])[CH3:3], predict the reactants needed to synthesize it. The reactants are: [C:1]([C:5]1[CH:6]=[C:7]([OH:21])[C:8]([C:11]2[C:12]([OH:20])=[C:13]([O:18][CH3:19])[CH:14]=[C:15]([CH3:17])[CH:16]=2)=[CH:9][CH:10]=1)([CH3:4])([CH3:3])[CH3:2].N1[CH:27]=[CH:26][CH:25]=[CH:24][CH:23]=1.Cl[P:29]1[O:35][C:34]2[CH:36]=[CH:37][CH:38]=[CH:39][C:33]=2[C:32]2[CH:40]=[CH:41][CH:42]=[CH:43][C:31]=2[O:30]1. (2) Given the product [CH2:38]([O:37][C:35](=[O:36])[NH:34]/[C:31](/[NH:17][C:15]1[C:14]([CH3:18])=[N:13][CH:12]=[C:11]([CH2:10][CH2:9][CH2:8][NH:7][C:6]([O:5][C:1]([CH3:3])([CH3:4])[CH3:2])=[O:19])[CH:16]=1)=[N:30]\[C:28](=[O:29])[O:27][CH2:20][C:21]1[CH:26]=[CH:25][CH:24]=[CH:23][CH:22]=1)[C:39]1[CH:40]=[CH:41][CH:42]=[CH:43][CH:44]=1, predict the reactants needed to synthesize it. The reactants are: [C:1]([O:5][C:6](=[O:19])[NH:7][CH2:8][CH2:9][CH2:10][C:11]1[CH:12]=[N:13][C:14]([CH3:18])=[C:15]([NH2:17])[CH:16]=1)([CH3:4])([CH3:3])[CH3:2].[CH2:20]([O:27][C:28]([NH:30][C:31](=[N:34][C:35]([O:37][CH2:38][C:39]1[CH:44]=[CH:43][CH:42]=[CH:41][CH:40]=1)=[O:36])SC)=[O:29])[C:21]1[CH:26]=[CH:25][CH:24]=[CH:23][CH:22]=1.